Predict the product of the given reaction. From a dataset of Forward reaction prediction with 1.9M reactions from USPTO patents (1976-2016). (1) The product is: [ClH:1].[CH3:21][S:18]([C:12]1[CH:13]=[CH:14][C:15]([N:24]2[CH2:29][CH2:28][NH:27][CH2:26][CH2:25]2)=[CH:16][C:11]=1[NH:10][CH:8]([C:6]1[CH:5]=[CH:4][CH:3]=[CH:2][CH:7]=1)[CH3:9])(=[O:20])=[O:19]. Given the reactants [Cl:1][C:2]1[CH:3]=[CH:4][C:5](OC)=[C:6]([CH:8]([NH:10][C:11]2[CH:16]=[C:15](F)[CH:14]=[CH:13][C:12]=2[S:18]([CH3:21])(=[O:20])=[O:19])[CH3:9])[CH:7]=1.[NH:24]1[CH2:29][CH2:28][NH:27][CH2:26][CH2:25]1.C(N(CC)C(C)C)(C)C, predict the reaction product. (2) Given the reactants [F:1][C:2]1[N:12]=[CH:11][C:5]2[N:6]=[CH:7][NH:8][C:9](=O)[C:4]=2[CH:3]=1.S(Cl)(Cl)=O.[Br:17][C:18]1[CH:19]=[C:20]([CH:22]=[CH:23][C:24]=1[F:25])[NH2:21].C(=O)(O)[O-].[Na+], predict the reaction product. The product is: [Br:17][C:18]1[CH:19]=[C:20]([NH:21][C:9]2[C:4]3[CH:3]=[C:2]([F:1])[N:12]=[CH:11][C:5]=3[N:6]=[CH:7][N:8]=2)[CH:22]=[CH:23][C:24]=1[F:25]. (3) Given the reactants [Br:1][C:2]1[CH:7]=[CH:6][C:5]([C:8]([NH:10][NH:11][C:12]([NH:14][CH2:15][C@@H:16]2[CH2:20][CH2:19][N:18]([C:21]([CH:23]3[CH2:25][CH2:24]3)=[O:22])[CH2:17]2)=[O:13])=O)=[CH:4][CH:3]=1.C([O-])([O-])=O.[K+].[K+], predict the reaction product. The product is: [Br:1][C:2]1[CH:7]=[CH:6][C:5]([C:8]2[N:14]([CH2:15][C@@H:16]3[CH2:20][CH2:19][N:18]([C:21]([CH:23]4[CH2:25][CH2:24]4)=[O:22])[CH2:17]3)[C:12](=[O:13])[NH:11][N:10]=2)=[CH:4][CH:3]=1. (4) Given the reactants [Cl:1][C:2]1[N:7]=[C:6]2[CH:8]=[C:9]([C:11]3[O:12][CH:13]=[N:14][N:15]=3)[NH:10][C:5]2=[CH:4][CH:3]=1.C([O-])([O-])=O.[Cs+].[Cs+].Br[CH2:23][C:24]1[CH:29]=[CH:28][CH:27]=[C:26]([Cl:30])[CH:25]=1.O, predict the reaction product. The product is: [Cl:1][C:2]1[N:7]=[C:6]2[CH:8]=[C:9]([C:11]3[O:12][CH:13]=[N:14][N:15]=3)[N:10]([CH2:23][C:24]3[CH:29]=[CH:28][CH:27]=[C:26]([Cl:30])[CH:25]=3)[C:5]2=[CH:4][CH:3]=1.